Dataset: Reaction yield outcomes from USPTO patents with 853,638 reactions. Task: Predict the reaction yield, written as a fraction of the theoretical maximum amount of product (1.0 means a 100% yield; for example, 0.34 means a 34% yield). (1) The reactants are C(Cl)CCl.[NH2:5][C:6]1[N:11]=[CH:10][C:9]([CH:12]=[CH:13][C:14]([OH:16])=O)=[CH:8][CH:7]=1.[CH3:17][N:18]1[C:26]2[C:21](=[CH:22][CH:23]=[CH:24][CH:25]=2)[C:20]([CH2:27][NH:28][CH3:29])=[CH:19]1.C1C=CC2N(O)N=NC=2C=1.O.C(N(C(C)C)CC)(C)C. The catalyst is CN(C=O)C. The product is [NH2:5][C:6]1[N:11]=[CH:10][C:9](/[CH:12]=[CH:13]/[C:14]([N:28]([CH3:29])[CH2:27][C:20]2[C:21]3[C:26](=[CH:25][CH:24]=[CH:23][CH:22]=3)[N:18]([CH3:17])[CH:19]=2)=[O:16])=[CH:8][CH:7]=1. The yield is 0.550. (2) The reactants are [CH2:1]([O:8][C:9]([N:11]1[CH2:17][CH2:16][C:15](=[O:18])[N:14]([CH:19]([C:30](OC)=[O:31])[CH2:20][CH2:21][O:22][Si:23]([C:26]([CH3:29])([CH3:28])[CH3:27])([CH3:25])[CH3:24])[CH2:13][CH2:12]1)=[O:10])[C:2]1[CH:7]=[CH:6][CH:5]=[CH:4][CH:3]=1.[BH4-].[Li+].S([O-])(O)(=O)=O.[K+]. The catalyst is C(O)C. The product is [CH2:1]([O:8][C:9]([N:11]1[CH2:17][CH2:16][C:15](=[O:18])[N:14]([CH:19]([CH2:30][OH:31])[CH2:20][CH2:21][O:22][Si:23]([C:26]([CH3:27])([CH3:29])[CH3:28])([CH3:25])[CH3:24])[CH2:13][CH2:12]1)=[O:10])[C:2]1[CH:3]=[CH:4][CH:5]=[CH:6][CH:7]=1. The yield is 0.890. (3) The reactants are C([N:8]1[CH2:12][CH2:11][C@H:10]([NH:13][C:14]([O:16][C:17]([CH3:20])([CH3:19])[CH3:18])=[O:15])[CH2:9]1)C1C=CC=CC=1.O.C(OC(NC1CCNC1)=O)(C)(C)C. The catalyst is [Pd].C1(C)C=CC=CC=1. The product is [C:17]([O:16][C:14]([NH:13][C@H:10]1[CH2:11][CH2:12][NH:8][CH2:9]1)=[O:15])([CH3:20])([CH3:18])[CH3:19]. The yield is 0.874. (4) The reactants are [CH3:1][O:2][C:3]([C:5]1[C:14]2[C:9](=[C:10]([NH:15][S:16]([C:19]3[CH:24]=[CH:23][CH:22]=[CH:21][C:20]=3N)(=[O:18])=[O:17])[CH:11]=[CH:12][CH:13]=2)[N:8]=[CH:7][CH:6]=1)=[O:4].N(OC(C)(C)C)=O.CC(O)=O. The catalyst is C1COCC1. The product is [CH3:1][O:2][C:3]([C:5]1[C:14]2[C:9](=[C:10]3[C:11](=[CH:12][CH:13]=2)[C:20]2[C:19](=[CH:24][CH:23]=[CH:22][CH:21]=2)[S:16](=[O:18])(=[O:17])[NH:15]3)[N:8]=[CH:7][CH:6]=1)=[O:4]. The yield is 0.230. (5) The reactants are [ClH:1].O1CCOCC1.[CH3:8][NH:9][C:10]([CH:12]1[S:16][CH2:15][CH2:14][S:13]1)=[O:11]. The catalyst is C(OC)(C)(C)C. The product is [ClH:1].[CH3:8][NH:9][C:10]([CH:12]1[S:16][CH2:15][CH2:14][S:13]1)=[O:11]. The yield is 0.880. (6) The reactants are CC1(C)C(C)(C)OB([C:9]2[CH:14]=[CH:13][C:12]([C:15]3[C:16]([OH:21])=[CH:17][CH:18]=[CH:19][CH:20]=3)=[CH:11][CH:10]=2)O1.Br[C:24]1[CH:25]=[C:26]2[C:30](=[CH:31][C:32]=1[Cl:33])[NH:29][CH:28]=[C:27]2[C:34]([O:36][CH3:37])=[O:35].C(=O)([O-])[O-].[K+].[K+].S([O-])(O)(=O)=O.[Na+]. The product is [Cl:33][C:32]1[CH:31]=[C:30]2[C:26]([C:27]([C:34]([O:36][CH3:37])=[O:35])=[CH:28][NH:29]2)=[CH:25][C:24]=1[C:9]1[CH:10]=[CH:11][C:12]([C:15]2[CH:20]=[CH:19][CH:18]=[CH:17][C:16]=2[OH:21])=[CH:13][CH:14]=1. The catalyst is C(OCC)(=O)C.C1C=CC(P(C2C=CC=CC=2)[C-]2C=CC=C2)=CC=1.C1C=CC(P(C2C=CC=CC=2)[C-]2C=CC=C2)=CC=1.Cl[Pd]Cl.[Fe+2].CCO.C1COCC1.C1(C)C=CC=CC=1. The yield is 0.730. (7) The reactants are [H-].[H-].[H-].[H-].[Li+].[Al+3].[CH2:7]([NH:11][C:12](=O)[C@@H:13]([NH:21][C:22](=[O:28])[O:23][C:24]([CH3:27])([CH3:26])[CH3:25])[CH2:14][CH:15]1[CH2:20][CH2:19][CH2:18][CH2:17][CH2:16]1)[CH2:8][CH2:9][CH3:10].O.[OH-].[Na+]. The catalyst is C1COCC1. The product is [C:24]([O:23][C:22]([NH:21][C@@H:13]([CH2:14][CH:15]1[CH2:16][CH2:17][CH2:18][CH2:19][CH2:20]1)[CH2:12][NH:11][CH2:7][CH2:8][CH2:9][CH3:10])=[O:28])([CH3:25])([CH3:26])[CH3:27]. The yield is 0.850. (8) The reactants are [Si]([O:8][C@@H:9]1[C@@:42]2([CH3:43])[C:13](=[CH:14][CH:15]=[C:16]3[C@@H:41]2[CH2:40][CH2:39][C@@:38]2([CH3:44])[C@H:17]3[CH2:18][CH:19]=[C:20]2[C@@H:21]([S:23][CH2:24][CH2:25][CH2:26][C:27]([CH3:37])([O:29][Si](CC)(CC)CC)[CH3:28])[CH3:22])[CH2:12][C@@H:11]([OH:45])[CH2:10]1)(C(C)(C)C)(C)C.[F-].C([N+](CCCC)(CCCC)CCCC)CCC. The catalyst is O1CCCC1. The product is [OH:8][C@@H:9]1[C@@:42]2([CH3:43])[C:13](=[CH:14][CH:15]=[C:16]3[C@@H:41]2[CH2:40][CH2:39][C@@:38]2([CH3:44])[C@H:17]3[CH2:18][CH:19]=[C:20]2[C@@H:21]([S:23][CH2:24][CH2:25][CH2:26][C:27]([OH:29])([CH3:28])[CH3:37])[CH3:22])[CH2:12][C@@H:11]([OH:45])[CH2:10]1. The yield is 0.920. (9) The reactants are [Cl:1][C:2]([F:16])([F:15])[C:3]1[N:8]=[C:7]([NH2:9])[CH:6]=[C:5]([C:10]2[O:11][CH:12]=[CH:13][CH:14]=2)[CH:4]=1.Br[CH2:18][C:19](=O)[C:20]([O:22][CH2:23][CH3:24])=[O:21]. The catalyst is CN(C=O)C. The product is [CH2:23]([O:22][C:20]([C:19]1[N:9]=[C:7]2[CH:6]=[C:5]([C:10]3[O:11][CH:12]=[CH:13][CH:14]=3)[CH:4]=[C:3]([C:2]([Cl:1])([F:15])[F:16])[N:8]2[CH:18]=1)=[O:21])[CH3:24]. The yield is 0.530.